From a dataset of Catalyst prediction with 721,799 reactions and 888 catalyst types from USPTO. Predict which catalyst facilitates the given reaction. (1) Reactant: [NH2:1][CH:2]([C:6]#[N:7])[C:3]([NH2:5])=[O:4].[C:8](OCC)(OCC)(OCC)C.[C:19]([NH:26][C:27]1[CH:32]=[CH:31][C:30]([NH2:33])=[CH:29][CH:28]=1)([O:21][C:22]([CH3:25])([CH3:24])[CH3:23])=[O:20]. Product: [NH2:7][C:6]1[N:33]([C:30]2[CH:29]=[CH:28][C:27]([NH:26][C:19](=[O:20])[O:21][C:22]([CH3:25])([CH3:24])[CH3:23])=[CH:32][CH:31]=2)[CH:8]=[N:1][C:2]=1[C:3](=[O:4])[NH2:5]. The catalyst class is: 10. (2) Reactant: [CH3:1][C:2]([C:6]1[CH:11]=[CH:10][C:9]([N+:12]([O-:14])=[O:13])=[CH:8][C:7]=1[C:15]1[CH:16]=[N:17][CH:18]=[CH:19][CH:20]=1)([CH3:5])[CH2:3][NH2:4].[C:21](Cl)(=[O:23])[CH3:22].C(N(CC)CC)C. Product: [CH3:5][C:2]([C:6]1[CH:11]=[CH:10][C:9]([N+:12]([O-:14])=[O:13])=[CH:8][C:7]=1[C:15]1[CH:16]=[N:17][CH:18]=[CH:19][CH:20]=1)([CH3:1])[CH2:3][NH:4][C:21](=[O:23])[CH3:22]. The catalyst class is: 2.